This data is from Full USPTO retrosynthesis dataset with 1.9M reactions from patents (1976-2016). The task is: Predict the reactants needed to synthesize the given product. (1) Given the product [Cl:1][C:2]1[N:11]=[C:10]([NH:13][CH2:14][C:15]2[CH:20]=[CH:19][CH:18]=[CH:17][N:16]=2)[C:9]2[C:4](=[CH:5][CH:6]=[CH:7][CH:8]=2)[N:3]=1, predict the reactants needed to synthesize it. The reactants are: [Cl:1][C:2]1[N:11]=[C:10](Cl)[C:9]2[C:4](=[CH:5][CH:6]=[CH:7][CH:8]=2)[N:3]=1.[NH2:13][CH2:14][C:15]1[CH:20]=[CH:19][CH:18]=[CH:17][N:16]=1. (2) Given the product [Cl:1][C:2]1[CH:3]=[C:4]2[C:9](=[CH:10][CH:11]=1)[C@@:8]1([CH2:17][O:16][C:15]3[CH:18]=[CH:19][C:20]([C:22]([O:24][CH3:25])=[O:23])=[CH:21][C:14]=3[N:13]([CH2:26][C@@H:27]3[CH2:30][CH2:29][C@H:28]3[C@@H:31]([OH:32])[CH2:41][CH:38]=[CH2:39])[CH2:12]1)[CH2:7][CH2:6][CH2:5]2, predict the reactants needed to synthesize it. The reactants are: [Cl:1][C:2]1[CH:3]=[C:4]2[C:9](=[CH:10][CH:11]=1)[C@@:8]1([CH2:17][O:16][C:15]3[CH:18]=[CH:19][C:20]([C:22]([O:24][CH3:25])=[O:23])=[CH:21][C:14]=3[N:13]([CH2:26][C@@H:27]3[CH2:30][CH2:29][C@H:28]3[CH:31]=[O:32])[CH2:12]1)[CH2:7][CH2:6][CH2:5]2.C[N+]1([O-])[CH2:39][CH2:38]OCC1.[CH3:41]O. (3) Given the product [CH:1]1[C:6]([CH2:7][CH2:8][OH:9])=[CH:5][CH:4]=[C:3]([OH:10])[CH:2]=1.[C:21](=[O:20])([O-:27])[O-:22], predict the reactants needed to synthesize it. The reactants are: [CH:1]1[C:6]([CH2:7][CH2:8][OH:9])=[CH:5][CH:4]=[C:3]([OH:10])[CH:2]=1.N1C=CC=CC=1.ClC(Cl)([O:20][C:21](=[O:27])[O:22]C(Cl)(Cl)Cl)Cl. (4) Given the product [F:21][C:22]1[CH:30]=[C:29]2[C:25]([C:26]([C:40]3[CH:41]=[N:42][N:43]([CH:45]4[CH2:50][CH2:49][N:48]([C:51](=[O:59])[CH2:52][CH2:53][CH2:54][S:55]([CH3:58])(=[O:57])=[O:56])[CH2:47][CH2:46]4)[CH:44]=3)=[CH:27][NH:28]2)=[CH:24][CH:23]=1, predict the reactants needed to synthesize it. The reactants are: FC1C=C2C(C(I)=CN2S(C2C=CC=CC=2)(=O)=O)=CC=1.[F:21][C:22]1[CH:30]=[C:29]2[C:25]([C:26]([C:40]3[CH:41]=[N:42][N:43]([CH:45]4[CH2:50][CH2:49][N:48]([C:51](=[O:59])[CH2:52][CH2:53][CH2:54][S:55]([CH3:58])(=[O:57])=[O:56])[CH2:47][CH2:46]4)[CH:44]=3)=[CH:27][N:28]2S(C2C=CC=CC=2)(=O)=O)=[CH:24][CH:23]=1.